This data is from Peptide-MHC class I binding affinity with 185,985 pairs from IEDB/IMGT. The task is: Regression. Given a peptide amino acid sequence and an MHC pseudo amino acid sequence, predict their binding affinity value. This is MHC class I binding data. (1) The peptide sequence is GSLQCRICI. The MHC is Mamu-A02 with pseudo-sequence Mamu-A02. The binding affinity (normalized) is 0.605. (2) The peptide sequence is VVYHDDDNTT. The MHC is HLA-A02:06 with pseudo-sequence HLA-A02:06. The binding affinity (normalized) is 0.235. (3) The peptide sequence is LQIPFAMQM. The MHC is HLA-C15:02 with pseudo-sequence HLA-C15:02. The binding affinity (normalized) is 0.566. (4) The peptide sequence is QIYPGIKVR. The MHC is HLA-B07:02 with pseudo-sequence HLA-B07:02. The binding affinity (normalized) is 0.